From a dataset of Full USPTO retrosynthesis dataset with 1.9M reactions from patents (1976-2016). Predict the reactants needed to synthesize the given product. (1) Given the product [Cl:1][C:2]1[CH:18]=[CH:17][C:5]2[CH2:6][CH2:7][N:8]([C:11](=[O:16])[C:12]([F:15])([F:14])[F:13])[CH2:9][CH2:10][C:4]=2[C:3]=1[C:34]#[C:33][CH2:32][NH:31][C:29](=[O:30])[C:28]([CH3:36])([CH3:35])[CH3:27], predict the reactants needed to synthesize it. The reactants are: [Cl:1][C:2]1[CH:18]=[CH:17][C:5]2[CH2:6][CH2:7][N:8]([C:11](=[O:16])[C:12]([F:15])([F:14])[F:13])[CH2:9][CH2:10][C:4]=2[C:3]=1OS(C(F)(F)F)(=O)=O.[CH3:27][C:28]([CH3:36])([CH3:35])[C:29]([NH:31][CH2:32][C:33]#[CH:34])=[O:30]. (2) Given the product [CH2:12]([N:14]([CH2:18][CH3:19])[CH2:15][CH2:16][NH:17][C:7](=[O:9])[C:6]1[CH:5]=[CH:4][C:3]([NH:2][CH3:1])=[CH:11][CH:10]=1)[CH3:13], predict the reactants needed to synthesize it. The reactants are: [CH3:1][NH:2][C:3]1[CH:11]=[CH:10][C:6]([C:7]([OH:9])=O)=[CH:5][CH:4]=1.[CH2:12]([N:14]([CH2:18][CH3:19])[CH2:15][CH2:16][NH2:17])[CH3:13].CN(C(ON1N=NC2C=CC=CC1=2)=[N+](C)C)C.[B-](F)(F)(F)F.C1C=CC2N(O)N=NC=2C=1.CCN(C(C)C)C(C)C.C(=O)([O-])[O-].[Na+].[Na+].